From a dataset of Catalyst prediction with 721,799 reactions and 888 catalyst types from USPTO. Predict which catalyst facilitates the given reaction. Reactant: [C:1]([C:3]1[CH:8]=[CH:7][C:6]([CH:9]2[CH2:14][C:13](=[O:15])[N:12]([C:16]3[CH:21]=[CH:20][CH:19]=[C:18]([C:22]([F:25])([F:24])[F:23])[CH:17]=3)[C:11]([CH3:26])=[C:10]2[C:27]([OH:29])=[O:28])=[CH:5][CH:4]=1)#[N:2].C1N=CN(C(N2C=NC=C2)=O)C=1.O[CH2:43][CH2:44][N:45]1[CH2:49][CH2:48][CH2:47][CH2:46]1.C(N(CC)CC)C. Product: [C:1]([C:3]1[CH:4]=[CH:5][C:6]([CH:9]2[CH2:14][C:13](=[O:15])[N:12]([C:16]3[CH:21]=[CH:20][CH:19]=[C:18]([C:22]([F:24])([F:25])[F:23])[CH:17]=3)[C:11]([CH3:26])=[C:10]2[C:27]([O:29][CH2:43][CH2:44][N:45]2[CH2:49][CH2:48][CH2:47][CH2:46]2)=[O:28])=[CH:7][CH:8]=1)#[N:2]. The catalyst class is: 35.